Dataset: Peptide-MHC class I binding affinity with 185,985 pairs from IEDB/IMGT. Task: Regression. Given a peptide amino acid sequence and an MHC pseudo amino acid sequence, predict their binding affinity value. This is MHC class I binding data. (1) The peptide sequence is TNPYNTPTF. The MHC is Mamu-A01 with pseudo-sequence Mamu-A01. The binding affinity (normalized) is 0.353. (2) The peptide sequence is FHGEFTRAL. The MHC is HLA-A02:16 with pseudo-sequence HLA-A02:16. The binding affinity (normalized) is 0.0847.